Dataset: Full USPTO retrosynthesis dataset with 1.9M reactions from patents (1976-2016). Task: Predict the reactants needed to synthesize the given product. (1) Given the product [CH2:1]([O:8][CH2:9][C@H:10]([NH:11][C:12](=[O:13])[O:14][C:15]([CH3:17])([CH3:16])[CH3:18])[CH2:19][OH:20])[C:2]1[CH:3]=[CH:4][CH:5]=[CH:6][CH:7]=1, predict the reactants needed to synthesize it. The reactants are: [CH2:1]([O:8][CH2:9][C@@H:10]([C:19](O)=[O:20])[NH:11][C:12]([O:14][C:15]([CH3:18])([CH3:17])[CH3:16])=[O:13])[C:2]1[CH:7]=[CH:6][CH:5]=[CH:4][CH:3]=1.C(N(CC)CC)C.ClC(OCC)=O. (2) Given the product [C:1]([C:5]1[CH:10]=[CH:9][CH:8]=[CH:7][C:6]=1[CH:11]1[CH2:12][CH2:13][N:14]([C:22]([CH:18]2[CH2:19][CH2:20][CH2:21][S:17]2)=[O:23])[CH2:15][CH2:16]1)([CH3:4])([CH3:2])[CH3:3], predict the reactants needed to synthesize it. The reactants are: [C:1]([C:5]1[CH:10]=[CH:9][CH:8]=[CH:7][C:6]=1[CH:11]1[CH2:16][CH2:15][NH:14][CH2:13][CH2:12]1)([CH3:4])([CH3:3])[CH3:2].[S:17]1[CH2:21][CH2:20][CH2:19][CH:18]1[C:22](O)=[O:23].CCN=C=NCCCN(C)C.C1C=CC2N(O)N=NC=2C=1.CCN(CC)CC. (3) Given the product [F:1][C:2]1[CH:7]=[CH:6][CH:5]=[CH:4][C:3]=1[C:8]1[CH:13]=[CH:12][N:11]=[CH:10][C:9]=1[N:14]([CH2:31][C:32]([F:34])([F:33])[F:35])[C:15](=[O:30])[C:16]1[CH:17]=[C:18]([C:26]([F:28])([F:27])[F:29])[CH:22]=[C:20]([S:37]([CH3:36])(=[O:39])=[O:38])[CH:21]=1, predict the reactants needed to synthesize it. The reactants are: [F:1][C:2]1[CH:7]=[CH:6][CH:5]=[CH:4][C:3]=1[C:8]1[CH:13]=[CH:12][N:11]=[CH:10][C:9]=1[N:14]([CH2:31][C:32]([F:35])([F:34])[F:33])[C:15](=[O:30])[C:16]1[CH:21]=[C:20]([C:22](F)(F)F)N=[C:18]([C:26]([F:29])([F:28])[F:27])[CH:17]=1.[CH3:36][S:37](C1C=C(C=C(C(F)(F)F)C=1)C(O)=O)(=[O:39])=[O:38].F[B-](F)(F)F.BrC1C=CC=C[N+]=1CC.C(N(CC)C(C)C)(C)C. (4) The reactants are: C1([Si](OC)(OC)OC)C=CC=CC=1.C(O[Si](OCC)(OCC)OCC)C.C[Si](OCC)(OCC)OCC.[C:38]([O-:45])(=[O:44])/[CH:39]=[CH:40]\[C:41]([O-:43])=[O:42].CO[Si](CCC[NH+:56](C)C)(OC)OC.CO[Si](CCC[NH+:69](C)C)(OC)OC.Cl.C(OCC(O)C)C. Given the product [C:38]([O-:45])(=[O:44])/[CH:39]=[CH:40]\[C:41]([O-:43])=[O:42].[NH4+:56].[NH4+:69], predict the reactants needed to synthesize it. (5) The reactants are: [NH2:1][C:2]1[C:3]([C:11]#[C:12][C:13]2[CH:18]=[CH:17][N:16]=[C:15]([NH:19][C:20](=[O:22])[CH3:21])[CH:14]=2)=[N:4][CH:5]=[CH:6][C:7]=1[CH:8]([OH:10])[CH3:9].[C:23](O)([C:25]([F:28])([F:27])[F:26])=[O:24].CCCCCCCCCCCCOS([O-])(=O)=O.[Na+]. Given the product [C:20]([NH:19][C:15]1[CH:14]=[C:13]([C:12]#[C:11][C:3]2[C:2]([NH:1][C:23](=[O:24])[C:25]([F:28])([F:27])[F:26])=[C:7]([CH:8]([OH:10])[CH3:9])[CH:6]=[CH:5][N:4]=2)[CH:18]=[CH:17][N:16]=1)(=[O:22])[CH3:21], predict the reactants needed to synthesize it. (6) Given the product [Br:31][CH2:9][C:8]1[C:3]([O:2][CH3:1])=[N:4][CH:5]=[CH:6][CH:7]=1, predict the reactants needed to synthesize it. The reactants are: [CH3:1][O:2][C:3]1[C:8]([CH2:9]O)=[CH:7][CH:6]=[CH:5][N:4]=1.C1(P(C2C=CC=CC=2)C2C=CC=CC=2)C=CC=CC=1.C(Br)(Br)(Br)[Br:31]. (7) Given the product [NH:8]1[CH2:9][CH2:10][CH:11]([N:14]2[CH:18]=[N:17][NH:16][C:15]2=[O:19])[CH2:12][CH2:13]1, predict the reactants needed to synthesize it. The reactants are: C1(C[N:8]2[CH2:13][CH2:12][CH:11]([N:14]3[CH:18]=[N:17][NH:16][C:15]3=[O:19])[CH2:10][CH2:9]2)C=CC=CC=1.C1CCC=CC=1.C(O)C.